This data is from Catalyst prediction with 721,799 reactions and 888 catalyst types from USPTO. The task is: Predict which catalyst facilitates the given reaction. (1) Reactant: [C:1]1([S:7]([NH:10][CH:11]([CH2:15][OH:16])[C:12]([OH:14])=O)(=[O:9])=[O:8])[CH:6]=[CH:5][CH:4]=[CH:3][CH:2]=1.[CH3:17][C:18]1[CH:23]=[CH:22][C:21]([CH3:24])=[CH:20][C:19]=1[N:25]1[CH2:30][CH2:29][NH:28][CH2:27][CH2:26]1.N1(O[P+](N(C)C)(N(C)C)N(C)C)C2C=CC=CC=2N=N1.F[P-](F)(F)(F)(F)F.C(N(C(C)C)C(C)C)C.OS([O-])(=O)=O.[K+]. Product: [CH3:17][C:18]1[CH:23]=[CH:22][C:21]([CH3:24])=[CH:20][C:19]=1[N:25]1[CH2:26][CH2:27][N:28]([C:12](=[O:14])[CH:11]([NH:10][S:7]([C:1]2[CH:2]=[CH:3][CH:4]=[CH:5][CH:6]=2)(=[O:8])=[O:9])[CH2:15][OH:16])[CH2:29][CH2:30]1. The catalyst class is: 54. (2) Reactant: [I-].[CH3:2][S+](C)(C)=O.[H-].[Na+].[CH2:9]([C@H:16]1[N:21]([C:22]([C:24]2[N:25]=[CH:26][N:27]([CH:35]3[CH2:40][CH2:39][CH2:38][CH2:37][C:36]3=[O:41])[C:28]=2[C:29]2[CH:34]=[CH:33][CH:32]=[CH:31][CH:30]=2)=[O:23])[CH2:20][CH2:19][N:18]([C:42]([O:44][C:45]([CH3:48])([CH3:47])[CH3:46])=[O:43])[CH2:17]1)[C:10]1[CH:15]=[CH:14][CH:13]=[CH:12][CH:11]=1.[Cl-].[NH4+]. Product: [CH2:9]([C@H:16]1[N:21]([C:22]([C:24]2[N:25]=[CH:26][N:27]([CH:35]3[CH2:40][CH2:39][CH2:38][CH2:37][C:36]43[O:41][CH2:2]4)[C:28]=2[C:29]2[CH:34]=[CH:33][CH:32]=[CH:31][CH:30]=2)=[O:23])[CH2:20][CH2:19][N:18]([C:42]([O:44][C:45]([CH3:48])([CH3:47])[CH3:46])=[O:43])[CH2:17]1)[C:10]1[CH:15]=[CH:14][CH:13]=[CH:12][CH:11]=1. The catalyst class is: 16. (3) Reactant: [CH:1]([C:3]1[CH:4]=[C:5]([NH:9][C:10](=[O:21])[C:11]2[CH:16]=[CH:15][CH:14]=[CH:13][C:12]=2[C:17]([F:20])([F:19])[F:18])[CH:6]=[CH:7][CH:8]=1)=O.[F:22][C:23]([F:33])([F:32])[C:24]1[CH:31]=[CH:30][CH:29]=[CH:28][C:25]=1[CH2:26][NH2:27].[BH-](OC(C)=O)(OC(C)=O)OC(C)=O.[Na+]. Product: [F:18][C:17]([F:20])([F:19])[C:12]1[CH:13]=[CH:14][CH:15]=[CH:16][C:11]=1[C:10]([NH:9][C:5]1[CH:6]=[CH:7][CH:8]=[C:3]([CH2:1][NH:27][CH2:26][C:25]2[CH:28]=[CH:29][CH:30]=[CH:31][C:24]=2[C:23]([F:22])([F:32])[F:33])[CH:4]=1)=[O:21]. The catalyst class is: 322. (4) Reactant: [OH:1][C:2]1[CH:3]=[C:4]([CH:16]=[CH:17][CH:18]=1)[O:5][C:6]1[CH:7]=[C:8]([C:14]#[N:15])[CH:9]=[C:10]([CH:13]=1)[C:11]#[N:12].C(=O)([O-])[O-].[K+].[K+].F[C:26]1[CH:35]=[CH:34][CH:33]=[CH:32][C:27]=1[C:28]([O:30][CH3:31])=[O:29]. Product: [CH3:31][O:30][C:28](=[O:29])[C:27]1[CH:32]=[CH:33][CH:34]=[CH:35][C:26]=1[O:1][C:2]1[CH:18]=[CH:17][CH:16]=[C:4]([O:5][C:6]2[CH:13]=[C:10]([C:11]#[N:12])[CH:9]=[C:8]([C:14]#[N:15])[CH:7]=2)[CH:3]=1. The catalyst class is: 9. (5) Reactant: [CH3:1][O:2][C:3](=[O:18])[CH:4]([C:11]1[CH:16]=[CH:15][C:14](Br)=[CH:13][CH:12]=1)[CH2:5][CH:6]1[CH2:10][CH2:9][CH2:8][CH2:7]1.[Cu][C:20]#[N:21].[OH-].[NH4+]. Product: [CH3:1][O:2][C:3](=[O:18])[CH:4]([C:11]1[CH:16]=[CH:15][C:14]([C:20]#[N:21])=[CH:13][CH:12]=1)[CH2:5][CH:6]1[CH2:10][CH2:9][CH2:8][CH2:7]1. The catalyst class is: 35. (6) Product: [Br:19][C:20]1[CH:28]=[CH:27][C:23]([C:24]([N:1]2[CH2:5][CH2:4][CH2:3][C@H:2]2[CH2:6][N:7]2[CH2:11][CH2:10][CH2:9][CH2:8]2)=[O:25])=[C:22]([F:29])[CH:21]=1. Reactant: [NH:1]1[CH2:5][CH2:4][CH2:3][C@H:2]1[CH2:6][N:7]1[CH2:11][CH2:10][CH2:9][CH2:8]1.CN1CCOCC1.[Br:19][C:20]1[CH:28]=[CH:27][C:23]([C:24](Cl)=[O:25])=[C:22]([F:29])[CH:21]=1. The catalyst class is: 4. (7) Reactant: [Si]([O:8][CH2:9][CH2:10][CH:11]([N:13]1[N:17]=[N:16][C:15]([C:18]2[CH:23]=[CH:22][CH:21]=[C:20]([Cl:24])[CH:19]=2)=[N:14]1)[CH3:12])(C(C)(C)C)(C)C.C1(P(C2C=CC=CC=2)C2C=CC=CC=2)C=CC=CC=1.CCO[C:47](/[N:49]=N/C(OCC)=O)=O.ClC1C=C(C2N=NNN=2)C=CC=1.[Si](OCCC(O)C)(C(C)(C)C)(C)C. Product: [Cl:24][C:20]1[CH:19]=[C:18]([C:15]2[N:16]=[N:17][N:13]([CH:11]([CH3:12])[CH2:10][C:9]([NH:49][CH3:47])=[O:8])[N:14]=2)[CH:23]=[CH:22][CH:21]=1. The catalyst class is: 1. (8) Reactant: [C:1]([O:5][C:6]([N:8]1[CH2:13][CH2:12][N:11]2[C:14]([CH2:18][CH3:19])=[N:15][C:16](I)=[C:10]2[CH:9]1[CH2:20][CH2:21][C:22]1[CH:27]=[CH:26][C:25]([C:28]([F:31])([F:30])[F:29])=[CH:24][CH:23]=1)=[O:7])([CH3:4])([CH3:3])[CH3:2].[CH3:32][S-:33].[Na+].[NH4+].[OH-]. Product: [C:1]([O:5][C:6]([N:8]1[CH2:13][CH2:12][N:11]2[C:14]([CH2:18][CH3:19])=[N:15][C:16]([S:33][CH3:32])=[C:10]2[CH:9]1[CH2:20][CH2:21][C:22]1[CH:27]=[CH:26][C:25]([C:28]([F:31])([F:30])[F:29])=[CH:24][CH:23]=1)=[O:7])([CH3:4])([CH3:3])[CH3:2]. The catalyst class is: 179.